Dataset: Reaction yield outcomes from USPTO patents with 853,638 reactions. Task: Predict the reaction yield, written as a fraction of the theoretical maximum amount of product (1.0 means a 100% yield; for example, 0.34 means a 34% yield). (1) The reactants are Br[CH2:2][CH:3]1[CH:5]([C:6]2[CH:11]=[CH:10][CH:9]=[C:8]([N+:12]([O-:14])=[O:13])[CH:7]=2)[CH:4]1[C:15]([O:17]CC)=O.C(=O)([O-])O.[Na+].[C:25]1([CH2:31][CH2:32][CH2:33][NH2:34])[CH:30]=[CH:29][CH:28]=[CH:27][CH:26]=1.O. The catalyst is CN(C)C=O. The product is [N+:12]([C:8]1[CH:7]=[C:6]([CH:5]2[CH:4]3[CH:3]2[CH2:2][N:34]([CH2:33][CH2:32][CH2:31][C:25]2[CH:30]=[CH:29][CH:28]=[CH:27][CH:26]=2)[C:15]3=[O:17])[CH:11]=[CH:10][CH:9]=1)([O-:14])=[O:13]. The yield is 0.900. (2) The reactants are [Cl:1][C:2]1[N:7]=[C:6]([Cl:8])[CH:5]=[C:4](Cl)[N:3]=1.[CH2:10]([Mg]Cl)[C:11]1[CH:16]=[CH:15][CH:14]=[CH:13][CH:12]=1. The catalyst is C1COCC1. The product is [CH2:10]([C:4]1[CH:5]=[C:6]([Cl:8])[N:7]=[C:2]([Cl:1])[N:3]=1)[C:11]1[CH:16]=[CH:15][CH:14]=[CH:13][CH:12]=1. The yield is 0.470. (3) The reactants are Cl[C:2]1[NH:3][C:4]([C:11]2[CH:16]=[CH:15][C:14]([CH:17]3[CH2:22][CH2:21][CH2:20][CH2:19][CH2:18]3)=[CH:13][CH:12]=2)=[CH:5][C:6]=1[C:7]([O:9][CH3:10])=[O:8].NC1OC(C2C=CC(C3CCCCC3)=CC=2)=CC=1C(OC)=O. The catalyst is CO.C(OCC)(=O)C.[C].[Pd]. The product is [CH:17]1([C:14]2[CH:15]=[CH:16][C:11]([C:4]3[NH:3][CH:2]=[C:6]([C:7]([O:9][CH3:10])=[O:8])[CH:5]=3)=[CH:12][CH:13]=2)[CH2:18][CH2:19][CH2:20][CH2:21][CH2:22]1. The yield is 0.410. (4) The reactants are [CH3:1][C:2]1[CH:11]=[CH:10][C:9]2[C:4](=[CH:5][CH:6]=[CH:7][C:8]=2[N:12]2[CH2:17][CH2:16][N:15]([CH2:18][CH2:19][O:20][C:21]3[CH:22]=[CH:23][C:24]4[O:29][CH2:28][C:27](=[O:30])[NH:26][C:25]=4[CH:31]=3)[CH2:14][CH2:13]2)[N:3]=1.[H-].[Na+].[CH3:34]I. The catalyst is CN(C=O)C. The product is [CH3:34][N:26]1[C:25]2[CH:31]=[C:21]([O:20][CH2:19][CH2:18][N:15]3[CH2:14][CH2:13][N:12]([C:8]4[CH:7]=[CH:6][CH:5]=[C:4]5[C:9]=4[CH:10]=[CH:11][C:2]([CH3:1])=[N:3]5)[CH2:17][CH2:16]3)[CH:22]=[CH:23][C:24]=2[O:29][CH2:28][C:27]1=[O:30]. The yield is 0.100.